From a dataset of Forward reaction prediction with 1.9M reactions from USPTO patents (1976-2016). Predict the product of the given reaction. (1) Given the reactants [N:1]([CH2:4][C:5]([C:7]1[C:12]2[O:13][CH2:14][C:15](=[O:17])[NH:16][C:11]=2[C:10]([O:18]CC2C=CC=CC=2)=[CH:9][CH:8]=1)=O)=[N+]=[N-].[ClH:26].O, predict the reaction product. The product is: [ClH:26].[NH2:1][CH2:4][CH2:5][C:7]1[C:12]2[O:13][CH2:14][C:15](=[O:17])[NH:16][C:11]=2[C:10]([OH:18])=[CH:9][CH:8]=1. (2) The product is: [C:11]1([N:9]2[CH:10]=[C:6]([C:4]([OH:5])=[O:3])[C:7]([C:17]([F:19])([F:20])[F:18])=[N:8]2)[CH:12]=[CH:13][CH:14]=[CH:15][CH:16]=1. Given the reactants C([O:3][C:4]([C:6]1[C:7]([C:17]([F:20])([F:19])[F:18])=[N:8][N:9]([C:11]2[CH:16]=[CH:15][CH:14]=[CH:13][CH:12]=2)[CH:10]=1)=[O:5])C.[OH-].[Na+], predict the reaction product. (3) Given the reactants [Cl:1][C:2]1[CH:7]=[C:6]([N+:8]([O-])=O)[CH:5]=[CH:4][N:3]=1.[CH2:11](O)[CH3:12], predict the reaction product. The product is: [Cl:1][C:2]1[CH:7]=[C:6]([NH:8][CH2:11][CH3:12])[CH:5]=[CH:4][N:3]=1. (4) Given the reactants [C:1]([O:4][C:5]1[C:6](=[CH:10][CH:11]=[CH:12][CH:13]=1)[C:7]([OH:9])=[O:8])(=[O:3])[CH3:2].O[CH2:15][CH2:16][S:17][S:18]([CH3:21])(=[O:20])=[O:19].C1(N=C=NC2CCCCC2)CCCCC1.C(NC1CCCCC1)(NC1CCCCC1)=O, predict the reaction product. The product is: [CH3:21][S:18]([S:17][CH2:16][CH2:15][O:8][C:7](=[O:9])[C:6]1[CH:10]=[CH:11][CH:12]=[CH:13][C:5]=1[O:4][C:1](=[O:3])[CH3:2])(=[O:20])=[O:19]. (5) The product is: [CH3:1][O:2][C:3](=[O:25])[CH2:4][C:5]1[CH:6]=[C:7]([C:13]2[CH:18]=[CH:17][C:16]([C:19]([F:21])([F:22])[F:20])=[CH:15][C:14]=2[CH2:23][NH:35][C@H:28]2[C:29]3[C:34](=[CH:33][CH:32]=[CH:31][CH:30]=3)[CH2:26][C@H:27]2[OH:36])[C:8]([O:11][CH3:12])=[CH:9][CH:10]=1. Given the reactants [CH3:1][O:2][C:3](=[O:25])[CH2:4][C:5]1[CH:6]=[C:7]([C:13]2[CH:18]=[CH:17][C:16]([C:19]([F:22])([F:21])[F:20])=[CH:15][C:14]=2[CH:23]=O)[C:8]([O:11][CH3:12])=[CH:9][CH:10]=1.[CH2:26]1[C:34]2[C:29](=[CH:30][CH:31]=[CH:32][CH:33]=2)[C@H:28]([NH2:35])[C@@H:27]1[OH:36], predict the reaction product. (6) Given the reactants NC1C=CC(OC2C=C3C(=CC=2)OC(C2C=CC=CC=2)CC3)=NC=1.[N+:25]([C:28]1[CH:29]=[CH:30][C:31]([O:34][C:35]2[CH:36]=[C:37]3[C:42](=[CH:43][CH:44]=2)[O:41][CH:40]([C:45]2[CH:50]=[CH:49][CH:48]=[CH:47][CH:46]=2)[CH2:39][C:38]3=[O:51])=[N:32][CH:33]=1)([O-])=O, predict the reaction product. The product is: [NH2:25][C:28]1[CH:29]=[CH:30][C:31]([O:34][C:35]2[CH:36]=[C:37]3[C:42](=[CH:43][CH:44]=2)[O:41][CH:40]([C:45]2[CH:50]=[CH:49][CH:48]=[CH:47][CH:46]=2)[CH2:39][C:38]3=[O:51])=[N:32][CH:33]=1. (7) Given the reactants [Br:1][C:2]1[CH:3]=[C:4]([CH:6]=[C:7]([F:9])[CH:8]=1)[NH2:5].[N:10]1[C:15]([CH3:16])=CC=C[C:11]=1[CH3:17].Cl[CH2:19][CH2:20][S:21](Cl)(=[O:23])=[O:22].[OH2:25], predict the reaction product. The product is: [Br:1][C:2]1[CH:3]=[C:4]([NH:5][S:21]([CH2:20][CH2:19][N:10]2[CH2:11][CH2:17][O:25][CH2:16][CH2:15]2)(=[O:23])=[O:22])[CH:6]=[C:7]([F:9])[CH:8]=1. (8) Given the reactants [CH3:1][C:2]1[C:10]2[O:9][C:8]([C:11]3[CH:33]=[CH:32][C:14]([O:15][C:16]4[CH:21]=[CH:20][N:19]=[C:18]5[NH:22][N:23]=[C:24]([NH:25][C@@H:26]6[CH2:31][CH2:30][CH2:29][NH:28][CH2:27]6)[C:17]=45)=[CH:13][CH:12]=3)=[N:7][C:6]=2[CH:5]=[CH:4][CH:3]=1.[CH2:34]([N:36]=[C:37]=[O:38])[CH3:35].[NH4+].[Cl-].CO, predict the reaction product. The product is: [CH2:34]([NH:36][C:37]([N:28]1[CH2:29][CH2:30][CH2:31][C@@H:26]([NH:25][C:24]2[C:17]3[C:18](=[N:19][CH:20]=[CH:21][C:16]=3[O:15][C:14]3[CH:32]=[CH:33][C:11]([C:8]4[O:9][C:10]5[C:2]([CH3:1])=[CH:3][CH:4]=[CH:5][C:6]=5[N:7]=4)=[CH:12][CH:13]=3)[NH:22][N:23]=2)[CH2:27]1)=[O:38])[CH3:35].